From a dataset of Peptide-MHC class I binding affinity with 185,985 pairs from IEDB/IMGT. Regression. Given a peptide amino acid sequence and an MHC pseudo amino acid sequence, predict their binding affinity value. This is MHC class I binding data. (1) The peptide sequence is RMMTGDTYT. The MHC is HLA-A02:01 with pseudo-sequence HLA-A02:01. The binding affinity (normalized) is 0.406. (2) The peptide sequence is YENDIEKKI. The MHC is Mamu-A11 with pseudo-sequence Mamu-A11. The binding affinity (normalized) is 0.883. (3) The peptide sequence is SFSYFYPFR. The MHC is HLA-A29:02 with pseudo-sequence HLA-A29:02. The binding affinity (normalized) is 0.434. (4) The MHC is H-2-Kb with pseudo-sequence H-2-Kb. The peptide sequence is IYKGVYQFK. The binding affinity (normalized) is 0.0894. (5) The peptide sequence is ARPKRWLLI. The MHC is HLA-A02:03 with pseudo-sequence HLA-A02:03. The binding affinity (normalized) is 0.